Predict the reactants needed to synthesize the given product. From a dataset of Full USPTO retrosynthesis dataset with 1.9M reactions from patents (1976-2016). (1) Given the product [CH3:1][O:4][C:31](=[O:32])[CH:12]([O:25][C:20]1[CH:21]=[CH:22][CH:23]=[C:24]2[C:19]=1[CH:18]=[C:17]([CH3:26])[N:16]2[CH2:9][C:10]1[CH:11]=[CH:12][CH:13]=[CH:14][CH:15]=1)[CH2:11][CH:10]([CH3:15])[CH3:9], predict the reactants needed to synthesize it. The reactants are: [C:1]([O-:4])([O-])=O.[K+].[K+].[Na+].[I-].[CH2:9]([N:16]1[C:24]2[CH:23]=[CH:22][CH:21]=[C:20]([OH:25])[C:19]=2[CH:18]=[C:17]1[CH3:26])[C:10]1[CH:15]=[CH:14][CH:13]=[CH:12][CH:11]=1.O.CN([CH:31]=[O:32])C. (2) Given the product [CH3:1][O:2][C:3]([C:5]1[O:9][N:8]=[C:7]([C:10]([CH3:13])([CH3:12])[CH3:11])[C:6]=1[CH3:15])=[O:4], predict the reactants needed to synthesize it. The reactants are: [CH3:1][O:2][C:3]([C:5]1[O:9][N:8]=[C:7]([C:10]([CH3:13])([CH3:12])[CH3:11])[C:6]=1Br)=[O:4].[CH2:15]([Li])CCC.CI.[NH4+].[Cl-]. (3) Given the product [Cl:10][C:8]1[CH:7]=[C:4]2[C:3](=[C:2]([Cl:1])[CH:9]=1)[O:11][C:12](=[O:14])[CH:13]=[CH:5]2, predict the reactants needed to synthesize it. The reactants are: [Cl:1][C:2]1[CH:9]=[C:8]([Cl:10])[CH:7]=[C:4]([CH:5]=O)[C:3]=1[OH:11].[C:12](OC(=O)C)(=[O:14])[CH3:13].C(N(CC)CC)C.O. (4) Given the product [CH3:1][O:2][C:3]1[CH:4]=[C:5]2[C:9](=[CH:10][CH:11]=1)[NH:8][CH:7]=[C:6]2[CH2:12][CH2:13][NH2:14], predict the reactants needed to synthesize it. The reactants are: [CH3:1][O:2][C:3]1[CH:4]=[C:5]2[C:9](=[CH:10][CH:11]=1)[NH:8][CH:7]=[C:6]2[CH:12]=[CH:13][N+:14]([O-])=O.[H-].[Al+3].[Li+].[H-].[H-].[H-].O. (5) Given the product [Cl:11][C:12]1[N:17]=[C:16]([S:10][C:7]2[CH:8]=[CH:9][C:4]([NH2:3])=[CH:5][CH:6]=2)[CH:15]=[CH:14][N:13]=1, predict the reactants needed to synthesize it. The reactants are: [H-].[Na+].[NH2:3][C:4]1[CH:9]=[CH:8][C:7]([SH:10])=[CH:6][CH:5]=1.[Cl:11][C:12]1[N:17]=[C:16](Cl)[CH:15]=[CH:14][N:13]=1. (6) Given the product [NH2:21][CH:1]([C:4]1[CH:5]=[C:6]([NH:10][C:11](=[O:13])[CH3:12])[CH:7]=[CH:8][CH:9]=1)[CH3:2], predict the reactants needed to synthesize it. The reactants are: [C:1]([C:4]1[CH:5]=[C:6]([NH:10][C:11](=[O:13])[CH3:12])[CH:7]=[CH:8][CH:9]=1)(=O)[CH3:2].C([O-])(=O)C.[NH4+].[BH3-]C#[N:21].[Na+].Cl. (7) Given the product [Br:1][C:2]1[CH:3]=[CH:4][C:5]([NH:11][S:12]([C:15]2[CH:20]=[CH:19][C:18]([Cl:21])=[CH:17][CH:16]=2)(=[O:14])=[O:13])=[C:6]([CH:10]=1)[C:7]([NH:28][CH2:27][C:26]1[CH:29]=[CH:30][CH:31]=[CH:32][C:25]=1[O:24][C:23]([F:22])([F:33])[F:34])=[O:8], predict the reactants needed to synthesize it. The reactants are: [Br:1][C:2]1[CH:3]=[CH:4][C:5]([NH:11][S:12]([C:15]2[CH:20]=[CH:19][C:18]([Cl:21])=[CH:17][CH:16]=2)(=[O:14])=[O:13])=[C:6]([CH:10]=1)[C:7](Cl)=[O:8].[F:22][C:23]([F:34])([F:33])[O:24][C:25]1[CH:32]=[CH:31][CH:30]=[CH:29][C:26]=1[CH2:27][NH2:28].